Dataset: Full USPTO retrosynthesis dataset with 1.9M reactions from patents (1976-2016). Task: Predict the reactants needed to synthesize the given product. (1) Given the product [CH3:1][O:2][C:3](=[O:27])[C@H:4]([CH2:17][C:18]1[CH:23]=[CH:22][C:21]([NH2:24])=[CH:20][CH:19]=1)[NH:5][C:6]([C:8]1([CH2:13][CH2:14][O:15][CH3:16])[CH2:12][CH2:11][CH2:10][CH2:9]1)=[S:7], predict the reactants needed to synthesize it. The reactants are: [CH3:1][O:2][C:3](=[O:27])[C@H:4]([CH2:17][C:18]1[CH:23]=[CH:22][C:21]([N+:24]([O-])=O)=[CH:20][CH:19]=1)[NH:5][C:6]([C:8]1([CH2:13][CH2:14][O:15][CH3:16])[CH2:12][CH2:11][CH2:10][CH2:9]1)=[S:7].[Cl-].[NH4+].O. (2) Given the product [Br:2][C:3]1[CH:12]=[CH:11][CH:10]=[C:9]2[C:4]=1[CH2:5][CH2:6][N:7]1[C:17](=[O:20])[CH2:18][NH:19][C:14](=[O:15])[CH:13]=[C:8]12, predict the reactants needed to synthesize it. The reactants are: [Cl-].[Br:2][C:3]1[CH:12]=[CH:11][CH:10]=[C:9]2[C:4]=1[CH2:5][CH2:6][N:7]([C:17](=[O:20])[CH2:18][NH3+:19])[CH:8]2[CH2:13][C:14](O)=[O:15].BrC1C=CC=C2C=1CCN(C(=O)CNC(OC(C)(C)C)=O)C2CC(O)=O.